This data is from Full USPTO retrosynthesis dataset with 1.9M reactions from patents (1976-2016). The task is: Predict the reactants needed to synthesize the given product. (1) The reactants are: [CH:1]([O:4][C:5]1[CH:9]=[C:8]([C:10]([O:12][CH3:13])=[O:11])[NH:7][N:6]=1)([CH3:3])[CH3:2].[Cl:14][C:15]1[CH:22]=[C:21]([Cl:23])[CH:20]=[CH:19][C:16]=1[CH2:17]Cl.C(=O)([O-])[O-].[K+].[K+].CN(C)C=O. Given the product [Cl:14][C:15]1[CH:22]=[C:21]([Cl:23])[CH:20]=[CH:19][C:16]=1[CH2:17][N:7]1[C:8]([C:10]([O:12][CH3:13])=[O:11])=[CH:9][C:5]([O:4][CH:1]([CH3:3])[CH3:2])=[N:6]1, predict the reactants needed to synthesize it. (2) Given the product [C:1]12([NH:11][CH2:13][C:14]([N:16]3[CH2:19][CH2:18][CH:17]3[C:20]#[N:21])=[O:15])[CH2:8][CH:7]3[CH2:6][CH:5]([CH2:4][CH:3]([CH2:9]3)[CH2:2]1)[CH2:10]2, predict the reactants needed to synthesize it. The reactants are: [C:1]12([NH2:11])[CH2:10][CH:5]3[CH2:6][CH:7]([CH2:9][CH:3]([CH2:4]3)[CH2:2]1)[CH2:8]2.Cl[CH2:13][C:14]([N:16]1[CH2:19][CH2:18][CH:17]1[C:20]#[N:21])=[O:15]. (3) Given the product [Cl:37][C:21]1[C:22]([Cl:36])=[C:23]([S:26](=[O:27])(=[O:28])[NH:29][C@@H:30]([CH3:35])[C:31]([F:32])([F:33])[F:34])[CH:24]=[CH:25][C:20]=1[C:10]1[S:9][C:8]([C:11]2[O:12][C:13]([CH3:16])=[N:14][N:15]=2)=[N:7][C:6]=1[C:4]([N:3]([CH2:1][CH3:2])[CH2:17][CH3:18])=[O:5], predict the reactants needed to synthesize it. The reactants are: [CH2:1]([N:3]([CH2:17][CH3:18])[C:4]([C:6]1[N:7]=[C:8]([C:11]2[O:12][C:13]([CH3:16])=[N:14][N:15]=2)[S:9][CH:10]=1)=[O:5])[CH3:2].Br[C:20]1[CH:25]=[CH:24][C:23]([S:26]([NH:29][C@@H:30]([CH3:35])[C:31]([F:34])([F:33])[F:32])(=[O:28])=[O:27])=[C:22]([Cl:36])[C:21]=1[Cl:37].CC([O-])=O.[K+].C1C=CC(P(C2C=CC=CC=2)C2C=CC=CC=2)=CC=1. (4) Given the product [Br:1][C:2]1[CH:3]=[C:4]([CH2:11][C:13]2[CH:22]=[CH:21][C:16]3[O:17][CH2:18][CH2:19][O:20][C:15]=3[CH:14]=2)[C:5]2[O:9][CH2:8][CH2:7][C:6]=2[CH:10]=1, predict the reactants needed to synthesize it. The reactants are: [Br:1][C:2]1[CH:3]=[C:4]([C:11]([C:13]2[CH:22]=[CH:21][C:16]3[O:17][CH2:18][CH2:19][O:20][C:15]=3[CH:14]=2)=O)[C:5]2[O:9][CH2:8][CH2:7][C:6]=2[CH:10]=1.C([SiH](CC)CC)C.B(F)(F)F.CCOCC. (5) Given the product [F:22][CH:2]([F:1])[C:3]1[N:4]([CH2:30][C:31]2[CH:36]=[CH:35][CH:34]=[C:33]([C:37]([F:38])([F:39])[F:40])[C:32]=2[CH3:41])[C:5]2[CH:11]=[C:10]([N:12]3[CH2:17][CH2:16][O:15][CH2:14][CH2:13]3)[CH:9]=[C:8]([C:18]([O:20][CH3:21])=[O:19])[C:6]=2[N:7]=1, predict the reactants needed to synthesize it. The reactants are: [F:1][CH:2]([F:22])[C:3]1[NH:7][C:6]2[C:8]([C:18]([O:20][CH3:21])=[O:19])=[CH:9][C:10]([N:12]3[CH2:17][CH2:16][O:15][CH2:14][CH2:13]3)=[CH:11][C:5]=2[N:4]=1.C([O-])([O-])=O.[K+].[K+].Br[CH2:30][C:31]1[CH:36]=[CH:35][CH:34]=[C:33]([C:37]([F:40])([F:39])[F:38])[C:32]=1[CH3:41]. (6) The reactants are: [Cl:1][C:2]1[CH:7]=[C:6](Cl)[CH:5]=[CH:4][C:3]=1[SH:9].[Br:10][C:11]1[CH:16]=[CH:15][CH:14]=[CH:13][C:12]=1S.Cl[C:19]1C=CC=C[C:20]=1[CH:21]=[O:22].ClC1C=C(C=CC=1F)C=O.NCCCCCCO.[O:45]=[C:46]1[N:50]([CH:51]2[CH2:56][CH2:55][NH:54][CH2:53][CH2:52]2)[C:49]2[CH:57]=[CH:58][CH:59]=[CH:60][C:48]=2[NH:47]1. Given the product [Br:10][C:11]1[CH:16]=[CH:15][CH:14]=[CH:13][C:12]=1[S:9][C:3]1[CH:4]=[CH:5][C:6](/[CH:19]=[CH:20]/[C:21]([N:54]2[CH2:53][CH2:52][CH:51]([N:50]3[C:49]4[CH:57]=[CH:58][CH:59]=[CH:60][C:48]=4[NH:47][C:46]3=[O:45])[CH2:56][CH2:55]2)=[O:22])=[CH:7][C:2]=1[Cl:1], predict the reactants needed to synthesize it.